This data is from Catalyst prediction with 721,799 reactions and 888 catalyst types from USPTO. The task is: Predict which catalyst facilitates the given reaction. (1) Reactant: [F:1][C:2]([F:43])([F:42])[C:3]1[CH:4]=[C:5]([CH:35]=[C:36]([C:38]([F:41])([F:40])[F:39])[CH:37]=1)[CH2:6][N:7]([CH2:23][C:24]1[CH:29]=[C:28]([C:30]([F:33])([F:32])[F:31])[CH:27]=[CH:26][C:25]=1[OH:34])[C:8]1[N:13]=[CH:12][C:11]([O:14][CH2:15][CH2:16][CH2:17][C:18]([O:20][CH2:21][CH3:22])=[O:19])=[CH:10][N:9]=1.[Br:44]N1C(=O)CCC1=O. Product: [F:43][C:2]([F:1])([F:42])[C:3]1[CH:4]=[C:5]([CH:35]=[C:36]([C:38]([F:39])([F:40])[F:41])[CH:37]=1)[CH2:6][N:7]([CH2:23][C:24]1[CH:29]=[C:28]([C:30]([F:33])([F:32])[F:31])[CH:27]=[C:26]([Br:44])[C:25]=1[OH:34])[C:8]1[N:9]=[CH:10][C:11]([O:14][CH2:15][CH2:16][CH2:17][C:18]([O:20][CH2:21][CH3:22])=[O:19])=[CH:12][N:13]=1. The catalyst class is: 22. (2) Product: [O:37]=[S:2]1(=[O:1])[C:8]2[CH:9]=[C:10]([O:15][CH2:16][C:17]([OH:19])=[O:18])[C:11]([S:13][CH3:14])=[CH:12][C:7]=2[N:6]([C:22]2[CH:23]=[CH:24][C:25]([Cl:28])=[CH:26][CH:27]=2)[CH2:5][C:4]([CH2:33][CH2:34][CH2:35][CH3:36])([CH2:29][CH2:30][CH2:31][CH3:32])[CH2:3]1. Reactant: [O:1]=[S:2]1(=[O:37])[C:8]2[CH:9]=[C:10]([O:15][CH2:16][C:17]([O:19]CC)=[O:18])[C:11]([S:13][CH3:14])=[CH:12][C:7]=2[N:6]([C:22]2[CH:27]=[CH:26][C:25]([Cl:28])=[CH:24][CH:23]=2)[CH2:5][C:4]([CH2:33][CH2:34][CH2:35][CH3:36])([CH2:29][CH2:30][CH2:31][CH3:32])[CH2:3]1.[OH-].[Na+]. The catalyst class is: 8. (3) Reactant: Br[C:2]1[C:11]2[C:6](=[CH:7][CH:8]=[CH:9][CH:10]=2)[C:5](=[O:12])[O:4][C:3]=1[CH:13]([OH:15])[CH3:14].[CH3:16][O:17][C:18]1[N:23]=[CH:22][C:21](B(O)O)=[CH:20][CH:19]=1.C([O-])([O-])=O.[Cs+].[Cs+]. The catalyst class is: 73. Product: [OH:15][CH:13]([C:3]1[O:4][C:5](=[O:12])[C:6]2[C:11]([C:2]=1[C:21]1[CH:22]=[N:23][C:18]([O:17][CH3:16])=[CH:19][CH:20]=1)=[CH:10][CH:9]=[CH:8][CH:7]=2)[CH3:14]. (4) Reactant: C([O:14][C:15]1[C:16]2[C:41](=[O:42])[N:40]([CH2:43][C:44]3[CH:49]=[CH:48][C:47]([F:50])=[CH:46][CH:45]=3)[CH2:39][C:17]=2[C:18]([O:25][S:26]([C:29]2[S:33][C:32]([NH:34][C:35](=[O:37])[CH3:36])=[N:31][C:30]=2[CH3:38])(=[O:28])=[O:27])=[C:19]2[C:24]=1[N:23]=[CH:22][CH:21]=[CH:20]2)(C1C=CC=CC=1)C1C=CC=CC=1.[F:51][C:52]([F:57])([F:56])[C:53]([OH:55])=[O:54].C([SiH](CC)CC)C. Product: [F:50][C:47]1[CH:48]=[CH:49][C:44]([CH2:43][N:40]2[C:41](=[O:42])[C:16]3[C:15]([OH:14])=[C:24]4[C:19]([CH:20]=[CH:21][CH:22]=[N:23]4)=[C:18]([O:25][S:26]([C:29]4[S:33][C:32]([NH:34][C:35](=[O:37])[CH3:36])=[N:31][C:30]=4[CH3:38])(=[O:28])=[O:27])[C:17]=3[CH2:39]2)=[CH:45][CH:46]=1.[C:53]([OH:55])([C:52]([F:57])([F:56])[F:51])=[O:54]. The catalyst class is: 4. (5) Reactant: [CH3:1][N:2]1[C:6]([C:7]([NH:9][C:10]2[CH:11]=[C:12]([CH:29]=[C:30]([CH3:32])[CH:31]=2)[O:13][C:14]2[CH:15]=[CH:16][C:17]([NH:20][C:21]([NH:23]C(=O)OCC)=S)=[N:18][CH:19]=2)=[O:8])=[CH:5][C:4]([CH3:33])=[N:3]1.[Cl-].O[NH3+].C([N:40](CC)C(C)C)(C)C.C(O)C. The catalyst class is: 5. Product: [NH2:40][C:21]1[N:20]=[C:17]2[CH:16]=[CH:15][C:14]([O:13][C:12]3[CH:11]=[C:10]([NH:9][C:7]([C:6]4[N:2]([CH3:1])[N:3]=[C:4]([CH3:33])[CH:5]=4)=[O:8])[CH:31]=[C:30]([CH3:32])[CH:29]=3)=[CH:19][N:18]2[N:23]=1. (6) Reactant: Cl[CH2:2][CH2:3][CH2:4][CH2:5][C:6]([NH:8][CH:9]([C:11]1[CH:16]=[CH:15][C:14]([F:17])=[CH:13][CH:12]=1)[CH3:10])=[O:7].[H-].[Na+]. Product: [F:17][C:14]1[CH:15]=[CH:16][C:11]([CH:9]([N:8]2[CH2:2][CH2:3][CH2:4][CH2:5][C:6]2=[O:7])[CH3:10])=[CH:12][CH:13]=1. The catalyst class is: 1.